The task is: Predict the product of the given reaction.. This data is from Forward reaction prediction with 1.9M reactions from USPTO patents (1976-2016). (1) Given the reactants Br[CH2:2][C:3]1[C:7]2[CH:8]=[C:9]([Cl:12])[CH:10]=[CH:11][C:6]=2[S:5][CH:4]=1.[CH3:13][C:14]1[N:19]=[C:18]([N:20]2[CH2:25][CH2:24][NH:23][CH2:22][CH2:21]2)[CH:17]=[CH:16][CH:15]=1.CN(C)C=O.ClCCl, predict the reaction product. The product is: [Cl:12][C:9]1[CH:10]=[CH:11][C:6]2[S:5][CH:4]=[C:3]([CH2:2][N:23]3[CH2:24][CH2:25][N:20]([C:18]4[CH:17]=[CH:16][CH:15]=[C:14]([CH3:13])[N:19]=4)[CH2:21][CH2:22]3)[C:7]=2[CH:8]=1. (2) Given the reactants [CH3:1][C:2]([C:5]1[C:10]([C:11]2[CH:16]=[C:15]([O:17][CH3:18])[CH:14]=[CH:13][C:12]=2[F:19])=[CH:9][C:8]([CH2:20][O:21][C:22]2[CH:27]=[CH:26][C:25]([C@@H:28](/[CH:34]=[CH:35]\[CH2:36][CH3:37])[CH2:29][C:30]([O:32]C)=[O:31])=[CH:24][CH:23]=2)=[CH:7][CH:6]=1)([CH3:4])[CH3:3].C1COCC1.CCO.[OH-].[Na+], predict the reaction product. The product is: [CH3:4][C:2]([C:5]1[C:10]([C:11]2[CH:16]=[C:15]([O:17][CH3:18])[CH:14]=[CH:13][C:12]=2[F:19])=[CH:9][C:8]([CH2:20][O:21][C:22]2[CH:23]=[CH:24][C:25]([C@@H:28](/[CH:34]=[CH:35]\[CH2:36][CH3:37])[CH2:29][C:30]([OH:32])=[O:31])=[CH:26][CH:27]=2)=[CH:7][CH:6]=1)([CH3:1])[CH3:3].